Predict the product of the given reaction. From a dataset of Forward reaction prediction with 1.9M reactions from USPTO patents (1976-2016). (1) Given the reactants [CH3:1][CH:2]1[CH2:7][CH2:6][N:5]([C:8]([C:10]2[CH:18]=[CH:17][C:16]3[NH:15][C:14]4[CH2:19][CH2:20][N:21](C(OC(C)(C)C)=O)[CH2:22][C:13]=4[C:12]=3[CH:11]=2)=[O:9])[CH2:4][CH2:3]1.C(O)(C(F)(F)F)=O.[O:37]1[CH2:42][CH2:41][C:40](=O)[CH2:39][CH2:38]1.C(O[BH-](OC(=O)C)OC(=O)C)(=O)C.[Na+], predict the reaction product. The product is: [CH3:1][CH:2]1[CH2:3][CH2:4][N:5]([C:8]([C:10]2[CH:18]=[CH:17][C:16]3[NH:15][C:14]4[CH2:19][CH2:20][N:21]([CH:40]5[CH2:41][CH2:42][O:37][CH2:38][CH2:39]5)[CH2:22][C:13]=4[C:12]=3[CH:11]=2)=[O:9])[CH2:6][CH2:7]1. (2) Given the reactants [CH3:1][I:2].[Cl:3][C:4]1[CH:13]=[CH:12][CH:11]=[C:10]2[C:5]=1[CH:6]([CH3:15])[NH:7][C:8](=[S:14])[NH:9]2, predict the reaction product. The product is: [IH:2].[Cl:3][C:4]1[CH:13]=[CH:12][CH:11]=[C:10]2[C:5]=1[CH:6]([CH3:15])[NH:7][C:8]([S:14][CH3:1])=[N:9]2. (3) Given the reactants N[C:2]([NH:4]/[N:5]=[C:6](\[CH3:12])/[CH2:7][C:8]([O:10][CH3:11])=[O:9])=O, predict the reaction product. The product is: [CH3:12][C:6]1[C:7]([C:8]([O:10][CH3:11])=[O:9])=[CH:2][NH:4][N:5]=1. (4) Given the reactants C[C:2]1[CH:14]=[C:13]([CH3:15])[CH:12]=[CH:11][C:3]=1[C:4]([NH:6][CH2:7][CH:8]([OH:10])[CH3:9])=[O:5].[CH3:16]OC1C=CC(C(NCC(O)C)=O)=CC=1, predict the reaction product. The product is: [CH3:16][C:12]1[CH:11]=[C:3]([CH:2]=[CH:14][C:13]=1[CH3:15])[C:4]([NH:6][CH2:7][CH:8]([OH:10])[CH3:9])=[O:5]. (5) Given the reactants C(OC([NH:8][C:9]1[CH:14]=[CH:13][CH:12]=[CH:11][C:10]=1[NH:15][C:16](=[O:33])[C:17]1[CH:22]=[CH:21][C:20]([C:23]2[C:28]([C:29]#[N:30])=[CH:27][C:26](C=O)=[CH:25][N:24]=2)=[CH:19][CH:18]=1)=O)(C)(C)C.[CH3:34][NH:35][CH2:36][CH:37]1[O:41][CH2:40][CH2:39][CH2:38]1.[C:42](O)(=O)C.C(O[BH-](OC(=O)C)OC(=O)C)(=O)C.[Na+].FC(F)(F)C(O)=O, predict the reaction product. The product is: [NH2:8][C:9]1[CH:14]=[CH:13][CH:12]=[CH:11][C:10]=1[NH:15][C:16](=[O:33])[C:17]1[CH:22]=[CH:21][C:20]([C:23]2[C:28]([C:29]#[N:30])=[CH:27][C:26]([CH2:34][N:35]([CH3:42])[CH2:36][CH:37]3[CH2:38][CH2:39][CH2:40][O:41]3)=[CH:25][N:24]=2)=[CH:19][CH:18]=1. (6) Given the reactants [OH:1][C:2]1[C:11]([C:12](=O)[CH2:13][CH3:14])=[C:10]2[C:5]([C:6]([CH2:17][CH2:18][CH3:19])=[CH:7][C:8](=[O:16])[O:9]2)=[C:4]2[O:20][C:21]([CH3:25])([CH3:24])[CH:22]=[CH:23][C:3]=12.CO.[BH4-].[Na+].Cl.[NH3:31], predict the reaction product. The product is: [NH2:31][CH:12]([C:11]1[C:2]([OH:1])=[C:3]2[CH:23]=[CH:22][C:21]([CH3:25])([CH3:24])[O:20][C:4]2=[C:5]2[C:10]=1[O:9][C:8](=[O:16])[CH:7]=[C:6]2[CH2:17][CH2:18][CH3:19])[CH2:13][CH3:14]. (7) The product is: [C:11]([C:10]1[C:28]([C:31]2[CH:36]=[CH:35][CH:34]=[CH:33][CH:32]=2)=[C:27]([C:37]2[CH:38]=[CH:39][CH:40]=[CH:41][CH:42]=2)[C:26]([C:43]2[CH:44]=[CH:45][CH:46]=[CH:47][CH:48]=2)=[C:25]([C:19]2[CH:24]=[CH:23][CH:22]=[CH:21][CH:20]=2)[C:9]=1[C:1](=[O:8])[C:2]1[CH:7]=[CH:6][CH:5]=[CH:4][CH:3]=1)(=[O:18])[C:12]1[CH:17]=[CH:16][CH:15]=[CH:14][CH:13]=1. Given the reactants [C:1]([C:9]#[C:10][C:11](=[O:18])[C:12]1[CH:17]=[CH:16][CH:15]=[CH:14][CH:13]=1)(=[O:8])[C:2]1[CH:7]=[CH:6][CH:5]=[CH:4][CH:3]=1.[C:19]1([C:25]2C(=O)[C:28]([C:31]3[CH:36]=[CH:35][CH:34]=[CH:33][CH:32]=3)=[C:27]([C:37]3[CH:42]=[CH:41][CH:40]=[CH:39][CH:38]=3)[C:26]=2[C:43]2[CH:48]=[CH:47][CH:46]=[CH:45][CH:44]=2)[CH:24]=[CH:23][CH:22]=[CH:21][CH:20]=1.C(C1C=CC=CC=1)(=O)C1C=CC=CC=1, predict the reaction product. (8) Given the reactants C(#N)C.[Cl:4][C:5]1[C:6]([N:11]2[CH:15]([C:16]([O:18][CH2:19][CH3:20])=[O:17])[CH2:14][C:13](=O)[NH:12]2)=[N:7][CH:8]=[CH:9][CH:10]=1.P(Br)(Br)([Br:24])=O.C(=O)([O-])[O-].[Na+].[Na+], predict the reaction product. The product is: [Br:24][C:13]1[CH2:14][CH:15]([C:16]([O:18][CH2:19][CH3:20])=[O:17])[N:11]([C:6]2[C:5]([Cl:4])=[CH:10][CH:9]=[CH:8][N:7]=2)[N:12]=1. (9) Given the reactants [C:1]([O:6][CH3:7])(=[O:5])[C:2]([CH3:4])=[O:3].[CH3:8][C:9]1[O:13][C:12]([C:14]2[CH:19]=[CH:18][CH:17]=[CH:16][CH:15]=2)=[N:11][C:10]=1[CH2:20][CH:21]([CH2:24]O)[CH2:22][OH:23].B(F)(F)F.CCOCC, predict the reaction product. The product is: [CH3:4][C:2]1([C:1]([O:6][CH3:7])=[O:5])[O:23][CH2:22][CH:21]([CH2:20][C:10]2[N:11]=[C:12]([C:14]3[CH:19]=[CH:18][CH:17]=[CH:16][CH:15]=3)[O:13][C:9]=2[CH3:8])[CH2:24][O:3]1. (10) Given the reactants CI.[C:3]([O-:6])([O-])=[O:4].[Na+].[Na+].[NH:9]([C:18]([O:20][C:21]([CH3:24])([CH3:23])[CH3:22])=[O:19])[C@H:10]([C:15]([OH:17])=O)[CH2:11][CH:12]([CH3:14])[CH3:13].[O:25]1[CH:29]=[C:28]([C:30](O)=O)[N:27]=C1.F[P-](F)(F)(F)(F)F.[N:40]1(O[P+](N(C)C)(N(C)C)N(C)C)[C:44]2[CH:45]=[CH:46][CH:47]=CC=2N=N1.CC[N:62](C(C)C)C(C)C.C[N:70]([CH:72]=[O:73])C, predict the reaction product. The product is: [C:21]([O:20][C:18]([NH:9][C@H:10]([C:15]1[O:17][CH:30]=[C:28]([C:29]([NH:62][C@@H:47]([CH2:46][CH2:45][CH2:44][NH:40][C:72]([NH2:70])=[O:73])[C:3]([OH:6])=[O:4])=[O:25])[N:27]=1)[CH2:11][CH:12]([CH3:13])[CH3:14])=[O:19])([CH3:24])([CH3:23])[CH3:22].